This data is from Forward reaction prediction with 1.9M reactions from USPTO patents (1976-2016). The task is: Predict the product of the given reaction. (1) Given the reactants Br[C:2]1[CH:3]=[C:4]([O:10][CH3:11])[C:5]([O:8][CH3:9])=[N:6][CH:7]=1.[SH:12][CH2:13][CH2:14][C:15]([O:17][CH3:18])=[O:16].C(N(C(C)C)C(C)C)C, predict the reaction product. The product is: [CH3:11][O:10][C:4]1[CH:3]=[C:2]([S:12][CH2:13][CH2:14][C:15]([O:17][CH3:18])=[O:16])[CH:7]=[N:6][C:5]=1[O:8][CH3:9]. (2) Given the reactants [NH2:1][C:2]1[C:7]([F:8])=[CH:6][N:5]=[C:4]([OH:9])[N:3]=1.CO[CH:12](OC)[N:13]([CH3:15])[CH3:14], predict the reaction product. The product is: [F:8][C:7]1[C:2](/[N:1]=[CH:12]/[N:13]([CH3:15])[CH3:14])=[N:3][C:4](=[O:9])[NH:5][CH:6]=1. (3) Given the reactants Br[C:2]1[CH:3]=[C:4]([C:8]2[N:13]=[C:12]([C:14]3[CH:19]=[CH:18][C:17]([Cl:20])=[C:16]([Cl:21])[CH:15]=3)[CH:11]=[C:10]([C:22]([F:25])([F:24])[F:23])[N:9]=2)[CH:5]=[CH:6][CH:7]=1.[NH2:26][C:27]1[CH:32]=[CH:31][C:30](B2OC(C)(C)C(C)(C)O2)=[CH:29][N:28]=1, predict the reaction product. The product is: [Cl:21][C:16]1[CH:15]=[C:14]([C:12]2[CH:11]=[C:10]([C:22]([F:25])([F:24])[F:23])[N:9]=[C:8]([C:4]3[CH:3]=[C:2]([C:30]4[CH:31]=[CH:32][C:27]([NH2:26])=[N:28][CH:29]=4)[CH:7]=[CH:6][CH:5]=3)[N:13]=2)[CH:19]=[CH:18][C:17]=1[Cl:20]. (4) Given the reactants O=P(Cl)(Cl)Cl.[Br:6][C:7]1[CH:15]=[CH:14][CH:13]=[C:12]2[C:8]=1[CH:9]=[CH:10][NH:11]2.CN([CH:19]=[O:20])C, predict the reaction product. The product is: [Br:6][C:7]1[CH:15]=[CH:14][CH:13]=[C:12]2[C:8]=1[C:9]([CH:19]=[O:20])=[CH:10][NH:11]2. (5) Given the reactants C[N:2](C)[CH:3]=[C:4]([C:7]([C:9]1[S:13][C:12]([NH:14][CH3:15])=[N:11][C:10]=1[CH3:16])=O)[C:5]#N.[CH3:18][N:19]1[CH2:24][CH2:23][N:22]([C:25]([C:27]2[CH:28]=[C:29]([NH:33][C:34]([NH2:36])=[NH:35])[CH:30]=[CH:31][CH:32]=2)=[O:26])[CH2:21][CH2:20]1, predict the reaction product. The product is: [CH3:16][C:10]1[N:11]=[C:12]([NH:14][CH3:15])[S:13][C:9]=1[C:7]1[C:4]([C:3]#[N:2])=[CH:5][N:36]=[C:34]([NH:33][C:29]2[CH:30]=[CH:31][CH:32]=[C:27]([C:25]([N:22]3[CH2:21][CH2:20][N:19]([CH3:18])[CH2:24][CH2:23]3)=[O:26])[CH:28]=2)[N:35]=1.